This data is from Reaction yield outcomes from USPTO patents with 853,638 reactions. The task is: Predict the reaction yield, written as a fraction of the theoretical maximum amount of product (1.0 means a 100% yield; for example, 0.34 means a 34% yield). The reactants are [C:1]([O:5][C:6]([N:8]1[C:12](=[O:13])[CH2:11][CH2:10][C@H:9]1[C:14]([O:16][CH:17]([CH3:19])[CH3:18])=[O:15])=[O:7])([CH3:4])([CH3:3])[CH3:2].[BH4-].[Na+].C(OCC)(=O)C.CCCCCC. The catalyst is CO.O. The product is [C:1]([O:5][C:6]([NH:8][C@@H:9]([CH2:10][CH2:11][CH2:12][OH:13])[C:14]([O:16][CH:17]([CH3:19])[CH3:18])=[O:15])=[O:7])([CH3:2])([CH3:3])[CH3:4]. The yield is 0.640.